From a dataset of Acute oral toxicity (LD50) regression data from Zhu et al.. Regression/Classification. Given a drug SMILES string, predict its toxicity properties. Task type varies by dataset: regression for continuous values (e.g., LD50, hERG inhibition percentage) or binary classification for toxic/non-toxic outcomes (e.g., AMES mutagenicity, cardiotoxicity, hepatotoxicity). Dataset: ld50_zhu. (1) The drug is NCC(=O)O. The rat oral LD50 is 0.976, given as -log10 of the dose in mol/kg body weight (higher means more acutely toxic). (2) The compound is Nc1ncnc2[nH]ncc12. The rat oral LD50 is 2.98, given as -log10 of the dose in mol/kg body weight (higher means more acutely toxic).